Dataset: Full USPTO retrosynthesis dataset with 1.9M reactions from patents (1976-2016). Task: Predict the reactants needed to synthesize the given product. Given the product [C:31]([C:28]1[CH:29]=[CH:30][C:25]([CH2:24][N:11]([CH2:10][C:9]2[CH:33]=[CH:34][C:6]([O:5][C:4]3[CH:3]=[C:2]([C:45]4[CH:46]=[CH:47][C:42]([OH:41])=[CH:43][CH:44]=4)[CH:37]=[CH:36][CH:35]=3)=[CH:7][CH:8]=2)[C:12]2[C:13]([CH3:23])=[C:14]([NH:18][S:19]([CH3:22])(=[O:21])=[O:20])[CH:15]=[CH:16][CH:17]=2)=[CH:26][CH:27]=1)#[N:32], predict the reactants needed to synthesize it. The reactants are: Br[C:2]1[CH:3]=[C:4]([CH:35]=[CH:36][CH:37]=1)[O:5][C:6]1[CH:34]=[CH:33][C:9]([CH2:10][N:11]([CH2:24][C:25]2[CH:30]=[CH:29][C:28]([C:31]#[N:32])=[CH:27][CH:26]=2)[C:12]2[C:13]([CH3:23])=[C:14]([NH:18][S:19]([CH3:22])(=[O:21])=[O:20])[CH:15]=[CH:16][CH:17]=2)=[CH:8][CH:7]=1.C([O:41][C:42]1[CH:47]=[CH:46][C:45](B2OC(C)(C)C(C)(C)O2)=[CH:44][CH:43]=1)(=O)C.COC1C=CC=C(OC)C=1C1C=CC=CC=1P(C1CCCCC1)C1CCCCC1.C(=O)([O-])[O-].[K+].[K+].